Dataset: Full USPTO retrosynthesis dataset with 1.9M reactions from patents (1976-2016). Task: Predict the reactants needed to synthesize the given product. (1) Given the product [CH3:3][CH:2]([N:4]1[CH:8]=[C:7]([C:9]([O:11][CH3:13])=[O:10])[C:6]([CH3:12])=[N:5]1)[CH3:1], predict the reactants needed to synthesize it. The reactants are: [CH3:1][CH:2]([N:4]1[CH:8]=[C:7]([C:9]([OH:11])=[O:10])[C:6]([CH3:12])=[N:5]1)[CH3:3].[CH3:13][Si](C=[N+]=[N-])(C)C. (2) The reactants are: C1(C)C=CC=CC=1.[NH:8]1[CH2:12][CH2:11][CH2:10][CH2:9]1.[CH2:13]([CH:16]1[CH2:21][CH2:20][C:19](=O)[CH2:18][CH2:17]1)[CH2:14][CH3:15]. Given the product [CH2:13]([CH:16]1[CH2:21][CH2:20][C:19]([N:8]2[CH2:12][CH2:11][CH2:10][CH2:9]2)=[CH:18][CH2:17]1)[CH2:14][CH3:15], predict the reactants needed to synthesize it. (3) Given the product [CH2:11]([O:14][C:10]1[CH:9]=[CH:8][CH:7]=[CH:6][C:5]=1[C:3](=[O:4])[CH3:2])[CH:17]=[CH2:18], predict the reactants needed to synthesize it. The reactants are: O[CH2:2][C:3]([C:5]1[CH:10]=[CH:9][CH:8]=[CH:7][CH:6]=1)=[O:4].[C:11](=[O:14])([O-])[O-].[K+].[K+].[CH2:17](Br)[CH:18]=C.